This data is from Full USPTO retrosynthesis dataset with 1.9M reactions from patents (1976-2016). The task is: Predict the reactants needed to synthesize the given product. (1) Given the product [ClH:47].[NH:2]1[C:3]2[C:4](=[CH:11][CH:10]=[CH:9][CH:8]=2)[C:5]([CH2:42][O:41][NH2:45])=[CH:6]1, predict the reactants needed to synthesize it. The reactants are: O[N:2]1[C:6](=O)[C:5]2=[CH:8][CH:9]=[CH:10][CH:11]=[C:4]2[C:3]1=O.C1(P(C2C=CC=CC=2)C2C=CC=CC=2)C=CC=CC=1.N(C([O:41][CH2:42]C)=O)=NC(OCC)=O.O.[NH2:45]N.[Cl:47]CCl. (2) Given the product [ClH:22].[Cl:22][C:21]1[CH:20]=[N:19][C:18]2[NH:1][C:2]3[CH:26]=[CH:25][CH:24]=[C:4]([CH:3]=3)[C:5](=[O:6])[NH:7][CH2:8][C:9]3[CH:10]=[C:11]([NH:15][C:16]=1[N:17]=2)[CH:12]=[CH:13][CH:14]=3, predict the reactants needed to synthesize it. The reactants are: [NH2:1][C:2]1[CH:3]=[C:4]([CH:24]=[CH:25][CH:26]=1)[C:5]([NH:7][CH2:8][C:9]1[CH:14]=[CH:13][CH:12]=[C:11]([NH:15][C:16]2[C:21]([Cl:22])=[CH:20][N:19]=[C:18](Cl)[N:17]=2)[CH:10]=1)=[O:6].Cl. (3) Given the product [CH3:1][O:2][C:3](=[O:10])[C@@H:4]1[CH2:8][CH:7]([CH3:9])[CH2:6][N:5]1[C:17]([O:19][CH2:20][C:21]1[CH:26]=[CH:25][CH:24]=[CH:23][CH:22]=1)=[O:18], predict the reactants needed to synthesize it. The reactants are: [CH3:1][O:2][C:3](=[O:10])[C@@H:4]1[CH2:8][CH:7]([CH3:9])[CH2:6][NH:5]1.C(=O)([O-])O.[Na+].Cl[C:17]([O:19][CH2:20][C:21]1[CH:26]=[CH:25][CH:24]=[CH:23][CH:22]=1)=[O:18]. (4) Given the product [F:21][C:19]1[CH:18]=[CH:17][C:16]2[N:12]([CH:9]3[CH2:8][CH2:7][NH:6][CH2:11][CH2:10]3)[C:13](=[O:22])[NH:14][C:15]=2[CH:20]=1, predict the reactants needed to synthesize it. The reactants are: C(OC([N:6]1[CH2:11][CH2:10][CH:9]([N:12]2[C:16]3[CH:17]=[CH:18][C:19]([F:21])=[CH:20][C:15]=3[NH:14][C:13]2=[O:22])[CH2:8][CH2:7]1)=O)C.[OH-].[Na+].Cl.C(=O)([O-])[O-].[Na+].[Na+]. (5) Given the product [OH:54][CH2:53][CH2:52][O:23][C:22]([C:19]1[CH:20]=[CH:21][C:16]2[N:15]=[C:14]([C:25](=[O:36])[NH:26][CH:27]3[CH2:28][CH2:29][N:30]([CH:33]([CH3:34])[CH3:35])[CH2:31][CH2:32]3)[N:13]([CH2:12][C:9]3[CH:8]=[C:7]([C:5]4[S:6][C:2]([Cl:1])=[CH:3][CH:4]=4)[O:11][N:10]=3)[C:17]=2[CH:18]=1)=[O:24], predict the reactants needed to synthesize it. The reactants are: [Cl:1][C:2]1[S:6][C:5]([C:7]2[O:11][N:10]=[C:9]([CH2:12][N:13]3[C:17]4[CH:18]=[C:19]([C:22]([OH:24])=[O:23])[CH:20]=[CH:21][C:16]=4[N:15]=[C:14]3[C:25](=[O:36])[NH:26][CH:27]3[CH2:32][CH2:31][N:30]([CH:33]([CH3:35])[CH3:34])[CH2:29][CH2:28]3)[CH:8]=2)=[CH:4][CH:3]=1.C1CCC(N=C=NC2CCCCC2)CC1.[CH2:52](O)[CH2:53][OH:54]. (6) Given the product [C:1]([C:5]1[NH:22][C:8]2=[C:9]3[C:14](=[C:15]4[CH:20]=[C:19]([F:21])[CH:18]=[CH:17][C:16]4=[C:7]2[N:6]=1)[CH:13]=[N:12][CH:11]=[CH:10]3)([CH3:4])([CH3:2])[CH3:3], predict the reactants needed to synthesize it. The reactants are: [C:1]([C:5]1[N:22](O)[C:8]2=[C:9]3[C:14](=[C:15]4[CH:20]=[C:19]([F:21])[CH:18]=[CH:17][C:16]4=[C:7]2[N:6]=1)[CH:13]=[N:12][CH:11]=[CH:10]3)([CH3:4])([CH3:3])[CH3:2].C(O)(=O)C. (7) Given the product [F:20][C:21]([F:28])([F:27])[S:22]([O-:25])(=[O:24])=[O:23].[C:18]([C:17]1[C:12]2[N+:11]([CH3:21])=[CH:10][N:9]([C:4]3[CH:5]=[C:6]([CH3:8])[CH:7]=[C:2]([CH3:1])[CH:3]=3)[C:13]=2[CH:14]=[CH:15][CH:16]=1)#[N:19], predict the reactants needed to synthesize it. The reactants are: [CH3:1][C:2]1[CH:3]=[C:4]([N:9]2[C:13]3[CH:14]=[CH:15][CH:16]=[C:17]([C:18]#[N:19])[C:12]=3[N:11]=[CH:10]2)[CH:5]=[C:6]([CH3:8])[CH:7]=1.[F:20][C:21]([F:28])([F:27])[S:22]([O:25]C)(=[O:24])=[O:23]. (8) Given the product [CH:57]1([NH:60][CH:61]2[CH2:66][CH2:65][N:64]([C:32](=[O:33])[CH2:31][CH2:30][C:26]3[C:25]([CH3:35])=[C:24](/[CH:23]=[C:16]4\[C:17](=[O:22])[NH:18][C:19]5[C:15]\4=[CH:14][C:13]([S:10]([CH2:9][C:3]4[C:2]([Cl:1])=[CH:7][CH:6]=[CH:5][C:4]=4[Cl:8])(=[O:11])=[O:12])=[CH:21][CH:20]=5)[NH:28][C:27]=3[CH3:29])[CH2:63][CH2:62]2)[CH2:59][CH2:58]1, predict the reactants needed to synthesize it. The reactants are: [Cl:1][C:2]1[CH:7]=[CH:6][CH:5]=[C:4]([Cl:8])[C:3]=1[CH2:9][S:10]([C:13]1[CH:14]=[C:15]2[C:19](=[CH:20][CH:21]=1)[NH:18][C:17](=[O:22])/[C:16]/2=[CH:23]\[C:24]1[NH:28][C:27]([CH3:29])=[C:26]([CH2:30][CH2:31][C:32](O)=[O:33])[C:25]=1[CH3:35])(=[O:12])=[O:11].CCN=C=NCCCN(C)C.C1C=CC2N(O)N=NC=2C=1.[CH:57]1([NH:60][CH:61]2[CH2:66][CH2:65][NH:64][CH2:63][CH2:62]2)[CH2:59][CH2:58]1.C([O-])(O)=O.[Na+]. (9) Given the product [CH3:1][O:2][C:3]([C:5]1[CH:14]=[C:13]2[C:8]([C:9]([CH3:23])([CH3:22])[CH2:10][CH:11]([C:15]3[CH:20]=[CH:19][CH:18]=[C:17]([N:24]4[CH2:29][CH2:28][O:27][CH2:26][CH2:25]4)[CH:16]=3)[NH:12]2)=[CH:7][CH:6]=1)=[O:4], predict the reactants needed to synthesize it. The reactants are: [CH3:1][O:2][C:3]([C:5]1[CH:14]=[C:13]2[C:8]([C:9]([CH3:23])([CH3:22])[CH2:10][CH:11]([C:15]3[CH:20]=[CH:19][CH:18]=[C:17](Br)[CH:16]=3)[NH:12]2)=[CH:7][CH:6]=1)=[O:4].[NH:24]1[CH2:29][CH2:28][O:27][CH2:26][CH2:25]1.Cl.CN(C)CC(O)=O.C(=O)([O-])[O-].[K+].[K+].